This data is from Catalyst prediction with 721,799 reactions and 888 catalyst types from USPTO. The task is: Predict which catalyst facilitates the given reaction. (1) Reactant: [CH3:1][O:2][C:3]1[CH:8]=[CH:7][C:6]([S:9][CH3:10])=[CH:5][C:4]=1[CH2:11]O.[Li+].[Cl-].S(Cl)([Cl:17])=O.O. Product: [Cl:17][CH2:11][C:4]1[CH:5]=[C:6]([S:9][CH3:10])[CH:7]=[CH:8][C:3]=1[O:2][CH3:1]. The catalyst class is: 9. (2) Reactant: [CH2:1]([O:3][C:4](=[O:12])[C:5]([CH3:11])([CH3:10])[CH2:6][CH2:7][CH2:8]Br)[CH3:2].[Na+].[I-].[H-].[Na+].[CH2:17]([OH:20])[CH2:18][OH:19]. Product: [CH2:1]([O:3][C:4](=[O:12])[C:5]([CH3:11])([CH3:10])[CH2:6][CH2:7][CH2:8][O:19][CH2:18][CH2:17][OH:20])[CH3:2]. The catalyst class is: 6. (3) Reactant: COC(=O)[NH:4][C@H:5]1[C@@H:10]([CH3:11])[CH2:9][CH2:8][N:7]([CH2:12][C:13]2[CH:18]=[CH:17][CH:16]=[CH:15][CH:14]=2)[CH2:6]1.[OH-].[K+]. Product: [CH2:12]([N:7]1[CH2:8][CH2:9][C@H:10]([CH3:11])[C@H:5]([NH2:4])[CH2:6]1)[C:13]1[CH:14]=[CH:15][CH:16]=[CH:17][CH:18]=1. The catalyst class is: 24. (4) Reactant: [Cl:1][C:2]1[CH:3]=[C:4]2[C:9](=[C:10]([Cl:12])[CH:11]=1)[CH:8]=[N:7][C:6]([N:13]=[C:14]=S)=[CH:5]2.C(=O)([O-])[O-].[Cs+].[Cs+].Cl.Cl.[NH2:24][CH2:25][C@@:26]1([OH:34])[CH:31]2[CH2:32][CH2:33][N:28]([CH2:29][CH2:30]2)[CH2:27]1.C(N=C=NC(C)C)(C)C. Product: [Cl:1][C:2]1[CH:3]=[C:4]2[C:9](=[C:10]([Cl:12])[CH:11]=1)[CH:8]=[N:7][C:6]([NH:13][C:14]1[O:34][C@:26]3([CH2:25][N:24]=1)[CH:31]1[CH2:32][CH2:33][N:28]([CH2:29][CH2:30]1)[CH2:27]3)=[CH:5]2. The catalyst class is: 3. (5) Reactant: Cl.[C:2]([C:6]1[N:10]([CH2:11][CH:12]2[CH2:17][CH2:16][O:15][CH2:14][CH2:13]2)[C:9]2[CH:18]=[CH:19][C:20]([NH:22][CH2:23][CH3:24])=[CH:21][C:8]=2[N:7]=1)([CH3:5])([CH3:4])[CH3:3].[NH2:25][C:26]([NH:28][C:29]1[CH:34]=[CH:33][C:32]([S:35](Cl)(=[O:37])=[O:36])=[CH:31][CH:30]=1)=[O:27]. Product: [NH2:25][C:26]([NH:28][C:29]1[CH:30]=[CH:31][C:32]([S:35]([N:22]([C:20]2[CH:19]=[CH:18][C:9]3[N:10]([CH2:11][CH:12]4[CH2:17][CH2:16][O:15][CH2:14][CH2:13]4)[C:6]([C:2]([CH3:5])([CH3:3])[CH3:4])=[N:7][C:8]=3[CH:21]=2)[CH2:23][CH3:24])(=[O:37])=[O:36])=[CH:33][CH:34]=1)=[O:27]. The catalyst class is: 649. (6) Reactant: [CH2:1]([O:3][C:4]([C:6]1[C:14]2[C:13](=O)[CH:12](Br)[CH2:11][CH2:10][C:9]=2[N:8](C(OC(C)(C)C)=O)[CH:7]=1)=[O:5])[CH3:2].[C:24]([NH2:27])(=[S:26])[CH3:25]. Product: [CH2:1]([O:3][C:4]([C:6]1[C:14]2[C:13]3[N:27]=[C:24]([CH3:25])[S:26][C:12]=3[CH2:11][CH2:10][C:9]=2[NH:8][CH:7]=1)=[O:5])[CH3:2]. The catalyst class is: 5.